Dataset: Forward reaction prediction with 1.9M reactions from USPTO patents (1976-2016). Task: Predict the product of the given reaction. Given the reactants [Mg].[Br:2][C:3]1[CH:4]=[C:5]([CH:8]=[CH:9][CH:10]=1)[CH2:6]Br.OS(O)(=O)=O, predict the reaction product. The product is: [Br:2][C:3]1[CH:4]=[C:5]([CH2:6][CH2:6][C:5]2[CH:8]=[CH:9][CH:10]=[C:3]([Br:2])[CH:4]=2)[CH:8]=[CH:9][CH:10]=1.